This data is from Peptide-MHC class I binding affinity with 185,985 pairs from IEDB/IMGT. The task is: Regression. Given a peptide amino acid sequence and an MHC pseudo amino acid sequence, predict their binding affinity value. This is MHC class I binding data. The peptide sequence is VNPNLSKLF. The MHC is H-2-Kb with pseudo-sequence H-2-Kb. The binding affinity (normalized) is 0.424.